From a dataset of Forward reaction prediction with 1.9M reactions from USPTO patents (1976-2016). Predict the product of the given reaction. (1) Given the reactants CN(C(ON1N=[N:16][C:11]2[CH:12]=[CH:13][CH:14]=[CH:15][C:10]1=2)=[N+](C)C)C.[B-](F)(F)(F)F.C1C=CC2N(O)N=NC=2C=1.[CH3:33][N:34]1[CH2:39][CH2:38][CH:37]([CH:40]2[CH2:45][CH2:44][NH:43][CH2:42][CH2:41]2)[CH2:36][CH2:35]1.[CH2:46]([C:48]1[CH:49]=[C:50]([CH2:56][CH:57]([NH:61][C:62]([N:64]2[CH2:69][CH2:68][CH:67]([N:70]3[CH2:76][CH2:75]C4C=CC=CC=4N[C:71]3=[O:81])[CH2:66][CH2:65]2)=[O:63])[C:58](O)=[O:59])[CH:51]=[CH:52][C:53]=1[CH2:54][CH3:55])[CH3:47], predict the reaction product. The product is: [CH2:46]([C:48]1[CH:49]=[C:50]([CH:51]=[CH:52][C:53]=1[CH2:54][CH3:55])[CH2:56][CH:57]([NH:61][C:62]([N:64]1[CH2:69][CH2:68][CH:67]([N:70]2[CH2:76][CH2:75][C:10]3[CH:15]=[CH:14][CH:13]=[CH:12][C:11]=3[NH:16][C:71]2=[O:81])[CH2:66][CH2:65]1)=[O:63])[C:58]([N:43]1[CH2:44][CH2:45][CH:40]([CH:37]2[CH2:36][CH2:35][N:34]([CH3:33])[CH2:39][CH2:38]2)[CH2:41][CH2:42]1)=[O:59])[CH3:47]. (2) Given the reactants [CH2:1]([O:4][C:5]1([CH3:34])[CH2:10][CH2:9][N:8]([C:11]2[N:16]3[N:17]=[C:18]([CH2:20]I)[CH:19]=[C:15]3[N:14]=[C:13]([CH3:22])[C:12]=2[C@H:23]([O:29][C:30]([CH3:33])([CH3:32])[CH3:31])[C:24]([O:26]CC)=[O:25])[CH2:7][CH2:6]1)[CH:2]=[CH2:3].[CH3:35][C:36]1[CH:37]=[CH:38][C:39]([O:44][C@H:45]([CH2:47][CH:48]=[CH2:49])[CH3:46])=[C:40]([CH2:42][OH:43])[CH:41]=1.[H-].[Na+], predict the reaction product. The product is: [CH2:1]([O:4][C:5]1([CH3:34])[CH2:10][CH2:9][N:8]([C:11]2[N:16]3[N:17]=[C:18]([CH2:20][O:43][CH2:42][C:40]4[CH:41]=[C:36]([CH3:35])[CH:37]=[CH:38][C:39]=4[O:44][C@H:45]([CH2:47][CH:48]=[CH2:49])[CH3:46])[CH:19]=[C:15]3[N:14]=[C:13]([CH3:22])[C:12]=2[C@H:23]([O:29][C:30]([CH3:32])([CH3:31])[CH3:33])[C:24]([OH:26])=[O:25])[CH2:7][CH2:6]1)[CH:2]=[CH2:3]. (3) Given the reactants FC(F)(F)S(O[C:7]1[C:16]2[C:15]([CH3:18])([CH3:17])[CH2:14][CH2:13][C:12]([CH3:20])([CH3:19])[C:11]=2[CH:10]=[C:9]([CH:21]=[O:22])[CH:8]=1)(=O)=O.[C:25]([C:29]1[CH:34]=[CH:33][C:32](B(O)O)=[CH:31][CH:30]=1)([CH3:28])([CH3:27])[CH3:26].[Cl-].[Li+].C(=O)([O-])[O-].[K+].[K+], predict the reaction product. The product is: [C:25]([C:29]1[CH:34]=[CH:33][C:32]([C:7]2[C:16]3[C:15]([CH3:17])([CH3:18])[CH2:14][CH2:13][C:12]([CH3:20])([CH3:19])[C:11]=3[CH:10]=[C:9]([CH:21]=[O:22])[CH:8]=2)=[CH:31][CH:30]=1)([CH3:28])([CH3:27])[CH3:26]. (4) Given the reactants [CH3:1][O:2][C:3]1[CH:8]=[CH:7][C:6]([C:9]2[CH:14]=[CH:13][CH:12]=[CH:11][C:10]=2[CH3:15])=[CH:5][C:4]=1[CH:16]=O.O.NN.[OH-].[K+], predict the reaction product. The product is: [CH3:15][C:10]1[CH:11]=[CH:12][CH:13]=[CH:14][C:9]=1[C:6]1[CH:7]=[CH:8][C:3]([O:2][CH3:1])=[C:4]([CH3:16])[CH:5]=1. (5) Given the reactants [C:1]([N:5]1[C:9]([C:10]2[CH:15]=[CH:14][C:13]([O:16][CH3:17])=[CH:12][CH:11]=2)=[CH:8][C:7]([CH2:18][CH2:19][CH:20]=O)=[N:6]1)([CH3:4])([CH3:3])[CH3:2].[CH3:22][C:23]1[CH:28]=[C:27]([CH3:29])[CH:26]=[CH:25][C:24]=1[N:30]1[CH2:35][CH2:34][NH:33][CH2:32][CH2:31]1.CCN(C(C)C)C(C)C.[BH-](OC(C)=O)(OC(C)=O)OC(C)=O.[Na+], predict the reaction product. The product is: [C:1]([N:5]1[C:9]([C:10]2[CH:15]=[CH:14][C:13]([O:16][CH3:17])=[CH:12][CH:11]=2)=[CH:8][C:7]([CH2:18][CH2:19][CH2:20][N:33]2[CH2:34][CH2:35][N:30]([C:24]3[CH:25]=[CH:26][C:27]([CH3:29])=[CH:28][C:23]=3[CH3:22])[CH2:31][CH2:32]2)=[N:6]1)([CH3:4])([CH3:3])[CH3:2]. (6) Given the reactants [CH3:1][S:2]([C:5]1[CH:6]=[C:7]([NH:11]N)[CH:8]=[CH:9][CH:10]=1)(=[O:4])=[O:3].[F:13][C:14]1[CH:24]=[CH:23][C:17]([O:18][CH2:19][C:20](=O)[CH3:21])=[CH:16][CH:15]=1.P(Cl)(Cl)Cl, predict the reaction product. The product is: [F:13][C:14]1[CH:24]=[CH:23][C:17]([O:18][C:19]2[C:8]3[C:7](=[CH:6][C:5]([S:2]([CH3:1])(=[O:4])=[O:3])=[CH:10][CH:9]=3)[NH:11][C:20]=2[CH3:21])=[CH:16][CH:15]=1. (7) Given the reactants [CH2:1]1[CH:5]2[CH2:6][NH:7][CH2:8][CH:4]2[CH2:3][N:2]1[C:9]([O:11][C:12]([CH3:15])([CH3:14])[CH3:13])=[O:10].[Cl:16][C:17]1[CH:22]=[CH:21][C:20]([CH:23](Cl)[C:24]2[CH:29]=[CH:28][C:27]([Cl:30])=[CH:26][CH:25]=2)=[CH:19][CH:18]=1.C(=O)([O-])[O-].[K+].[K+].C(#N)C, predict the reaction product. The product is: [Cl:16][C:17]1[CH:18]=[CH:19][C:20]([CH:23]([C:24]2[CH:29]=[CH:28][C:27]([Cl:30])=[CH:26][CH:25]=2)[N:7]2[CH2:6][CH:5]3[CH2:1][N:2]([C:9]([O:11][C:12]([CH3:15])([CH3:14])[CH3:13])=[O:10])[CH2:3][CH:4]3[CH2:8]2)=[CH:21][CH:22]=1. (8) Given the reactants CN(C(ON1N=NC2C=CC=NC1=2)=[N+](C)C)C.F[P-](F)(F)(F)(F)F.[C:25]([O:29][C:30]([NH:32][C:33]1[C:34]([C:43](O)=[O:44])=[CH:35][C:36]2[C:41]([CH:42]=1)=[CH:40][CH:39]=[CH:38][CH:37]=2)=[O:31])([CH3:28])([CH3:27])[CH3:26].Cl.[NH2:47][C@@H:48]([C@H:53]1[CH2:58][CH2:57][C@H:56]([C:59]([CH3:62])([CH3:61])[CH3:60])[CH2:55][CH2:54]1)[C:49]([O:51][CH3:52])=[O:50].C(N(C(C)C)CC)(C)C, predict the reaction product. The product is: [CH3:60][C:59]([C@H:56]1[CH2:55][CH2:54][C@H:53]([C@H:48]([NH:47][C:43]([C:34]2[C:33]([NH:32][C:30]([O:29][C:25]([CH3:28])([CH3:27])[CH3:26])=[O:31])=[CH:42][C:41]3[C:36](=[CH:37][CH:38]=[CH:39][CH:40]=3)[CH:35]=2)=[O:44])[C:49]([O:51][CH3:52])=[O:50])[CH2:58][CH2:57]1)([CH3:62])[CH3:61]. (9) Given the reactants [C:1]([OH:6])(=[O:5])[C:2]([CH3:4])=[CH2:3].[C:7]([O:12][CH2:13][CH:14]=[CH2:15])(=[O:11])[C:8]([CH3:10])=[CH2:9].[C:16]([O:21][CH2:22][C:23]1[CH:28]=[CH:27][CH:26]=[CH:25][CH:24]=1)(=[O:20])[C:17]([CH3:19])=[CH2:18].N(C(C)(CC(C)C)C#N)=NC(C)(CC(C)C)C#N, predict the reaction product. The product is: [C:1]([OH:6])(=[O:5])[C:2]([CH3:4])=[CH2:3].[C:7]([O:12][CH2:13][CH:14]=[CH2:15])(=[O:11])[C:8]([CH3:10])=[CH2:9].[C:16]([O:21][CH2:22][C:23]1[CH:24]=[CH:25][CH:26]=[CH:27][CH:28]=1)(=[O:20])[C:17]([CH3:19])=[CH2:18].